Dataset: Full USPTO retrosynthesis dataset with 1.9M reactions from patents (1976-2016). Task: Predict the reactants needed to synthesize the given product. (1) Given the product [C:1]([O:5][C:6]([NH:8][C@H:9]([CH2:21][C:22]1[CH:27]=[C:26]([F:28])[C:25]([F:29])=[CH:24][C:23]=1[F:30])[CH2:10][C:11]([O:13][CH2:14][C:15]1[CH:20]=[CH:19][CH:18]=[CH:17][CH:16]=1)=[O:12])=[O:7])([CH3:4])([CH3:2])[CH3:3], predict the reactants needed to synthesize it. The reactants are: [C:1]([O:5][C:6]([NH:8][C@H:9]([CH:21](O)[C:22]1[CH:27]=[C:26]([F:28])[C:25]([F:29])=[CH:24][C:23]=1[F:30])[CH2:10][C:11]([O:13][CH2:14][C:15]1[CH:20]=[CH:19][CH:18]=[CH:17][CH:16]=1)=[O:12])=[O:7])([CH3:4])([CH3:3])[CH3:2].C(O)C. (2) Given the product [ClH:25].[NH2:1][C:2]1[CH:3]=[C:4]([CH:15]=[C:16]([F:18])[CH:17]=1)[O:5][C@@H:6]1[CH2:11][CH2:10][CH2:9][N:8]([C:12](=[O:14])[CH3:13])[CH2:7]1, predict the reactants needed to synthesize it. The reactants are: [NH2:1][C:2]1[CH:3]=[C:4]([CH:15]=[C:16]([F:18])[CH:17]=1)[O:5][C@@H:6]1[CH2:11][CH2:10][CH2:9][N:8]([C:12](=[O:14])[CH3:13])[CH2:7]1.C(OCC)(=O)C.[ClH:25]. (3) Given the product [CH2:1]([O:8][C:9]1[CH:10]=[CH:11][C:12]([C:15]2[CH:20]=[C:19]([C:56]3[CH:55]=[CH:54][C:53]([CH2:52][CH2:51][CH2:50][O:49][CH2:48][O:47][CH2:46][CH2:45][O:44][CH3:43])=[CH:58][CH:57]=3)[CH:18]=[C:17]([C:29]3[CH:34]=[CH:33][C:32]([O:35][CH2:36][C:37]4[CH:42]=[CH:41][CH:40]=[CH:39][CH:38]=4)=[CH:31][CH:30]=3)[CH:16]=2)=[CH:13][CH:14]=1)[C:2]1[CH:3]=[CH:4][CH:5]=[CH:6][CH:7]=1, predict the reactants needed to synthesize it. The reactants are: [CH2:1]([O:8][C:9]1[CH:14]=[CH:13][C:12]([C:15]2[CH:20]=[C:19](OS(C(F)(F)F)(=O)=O)[CH:18]=[C:17]([C:29]3[CH:34]=[CH:33][C:32]([O:35][CH2:36][C:37]4[CH:42]=[CH:41][CH:40]=[CH:39][CH:38]=4)=[CH:31][CH:30]=3)[CH:16]=2)=[CH:11][CH:10]=1)[C:2]1[CH:7]=[CH:6][CH:5]=[CH:4][CH:3]=1.[CH3:43][O:44][CH2:45][CH2:46][O:47][CH2:48][O:49][CH2:50][CH2:51][CH2:52][C:53]1[CH:58]=[CH:57][C:56](B2OC(C)(C)C(C)(C)O2)=[CH:55][CH:54]=1.[OH-].[NH3+]N.CCOCC. (4) Given the product [CH:12]([C:5]1[C:6]2[C:11](=[CH:10][CH:9]=[CH:8][CH:7]=2)[C:2]([O:1][C:19]2[CH:20]=[CH:21][C:16]([C:14]#[N:15])=[CH:17][CH:18]=2)=[CH:3][CH:4]=1)=[O:13], predict the reactants needed to synthesize it. The reactants are: [OH:1][C:2]1[C:11]2[C:6](=[CH:7][CH:8]=[CH:9][CH:10]=2)[C:5]([CH:12]=[O:13])=[CH:4][CH:3]=1.[C:14]([C:16]1[CH:21]=[CH:20][C:19](B(O)O)=[CH:18][CH:17]=1)#[N:15].C(N(CC)CC)C. (5) Given the product [CH3:1][C@@H:2]([C:5]([N:7]1[C@H:11]([C:12]([OH:14])=[O:13])[CH2:10][CH2:9][CH2:8]1)=[O:6])[CH2:3][SH:4].[CH2:10]1[CH:11]([C:12]([OH:14])=[O:13])[CH:9]1[CH:8]=[O:17], predict the reactants needed to synthesize it. The reactants are: [CH3:1][C@@H:2]([C:5]([N:7]1[C@H:11]([C:12]([OH:14])=[O:13])[CH2:10][CH2:9][CH2:8]1)=[O:6])[CH2:3][SH:4].S([O-])(OCC=C)(=[O:17])=S.Cl.